This data is from Full USPTO retrosynthesis dataset with 1.9M reactions from patents (1976-2016). The task is: Predict the reactants needed to synthesize the given product. (1) Given the product [Cl:29][C:28]1[C:23]([Cl:22])=[CH:24][C:25]([O:30][CH2:5][CH:4]([O:7][CH2:8][CH3:9])[O:3][CH2:1][CH3:2])=[CH:26][N:27]=1, predict the reactants needed to synthesize it. The reactants are: [CH2:1]([O:3][CH:4]([O:7][CH2:8][CH3:9])[CH2:5]Br)[CH3:2].C(=O)([O-])[O-].[Cs+].[Cs+].CN(C)C(=O)C.[Cl:22][C:23]1[CH:24]=[C:25]([OH:30])[CH:26]=[N:27][C:28]=1[Cl:29]. (2) Given the product [NH2:33][C:2](=[NH:1])[C:3]1[CH:8]=[CH:7][C:6]([O:9][CH2:10][CH2:11][CH2:12][CH:13]2[CH2:18][CH2:17][N:16]([CH2:19][CH2:20][CH2:21][O:22][C:23]3[CH:24]=[CH:25][C:26]([C:29]([NH2:32])=[N:30][OH:31])=[CH:27][CH:28]=3)[CH2:15][CH2:14]2)=[CH:5][CH:4]=1, predict the reactants needed to synthesize it. The reactants are: [NH2:1][C:2](=[N:33]C(=O)[O-])[C:3]1[CH:8]=[CH:7][C:6]([O:9][CH2:10][CH2:11][CH2:12][CH:13]2[CH2:18][CH2:17][N:16]([CH2:19][CH2:20][CH2:21][O:22][C:23]3[CH:28]=[CH:27][C:26]([C:29]([NH2:32])=[N:30][OH:31])=[CH:25][CH:24]=3)[CH2:15][CH2:14]2)=[CH:5][CH:4]=1.Cl. (3) Given the product [CH3:8][O:7][C:5](=[O:6])[CH:4]([CH:13]([C:14](=[O:15])[C:16]1[CH:21]=[CH:20][CH:19]=[CH:18][CH:17]=1)[CH2:22][CH2:23][CH2:24][CH3:25])[C:3]([O:10][CH3:11])=[O:9], predict the reactants needed to synthesize it. The reactants are: [H-].[Na+].[C:3]([O:10][CH3:11])(=[O:9])[CH2:4][C:5]([O:7][CH3:8])=[O:6].Br[CH:13]([CH2:22][CH2:23][CH2:24][CH3:25])[C:14]([C:16]1[CH:21]=[CH:20][CH:19]=[CH:18][CH:17]=1)=[O:15]. (4) Given the product [OH:24][CH2:23][CH2:22][C:21]([CH3:26])([S:20][C:2]1[CH:10]=[CH:9][C:5]([C:6]([OH:8])=[O:7])=[CH:4][C:3]=1[N+:11]([O-:13])=[O:12])[CH3:25], predict the reactants needed to synthesize it. The reactants are: F[C:2]1[CH:10]=[CH:9][C:5]([C:6]([OH:8])=[O:7])=[CH:4][C:3]=1[N+:11]([O-:13])=[O:12].C(=O)([O-])[O-].[K+].[K+].[SH:20][C:21]([CH3:26])([CH3:25])[CH2:22][CH2:23][OH:24].